Dataset: Reaction yield outcomes from USPTO patents with 853,638 reactions. Task: Predict the reaction yield, written as a fraction of the theoretical maximum amount of product (1.0 means a 100% yield; for example, 0.34 means a 34% yield). The reactants are [Cl:1][C:2]1[CH:7]=[C:6]([Cl:8])[CH:5]=[CH:4][C:3]=1[CH:9]1[C:14]([C:15]([O:17][CH2:18][CH3:19])=[O:16])=[C:13]([CH3:20])[NH:12][C:11]([C:21]2[S:22][CH:23]=[C:24]([C:26]([F:29])([F:28])[F:27])[N:25]=2)=[N:10]1.C1C(=O)N([Br:37])C(=O)C1. No catalyst specified. The product is [Br:37][CH2:20][C:13]1[NH:12][C:11]([C:21]2[S:22][CH:23]=[C:24]([C:26]([F:29])([F:28])[F:27])[N:25]=2)=[N:10][CH:9]([C:3]2[CH:4]=[CH:5][C:6]([Cl:8])=[CH:7][C:2]=2[Cl:1])[C:14]=1[C:15]([O:17][CH2:18][CH3:19])=[O:16]. The yield is 0.700.